The task is: Predict the product of the given reaction.. This data is from Forward reaction prediction with 1.9M reactions from USPTO patents (1976-2016). (1) Given the reactants [Br:1][C:2]1[N:3]=[C:4]([O:9][CH3:10])[C:5]([NH2:8])=[N:6][CH:7]=1.[Cl:11][C:12]1[CH:17]=[CH:16][C:15]([S:18](Cl)(=[O:20])=[O:19])=[CH:14][CH:13]=1, predict the reaction product. The product is: [Br:1][C:2]1[N:3]=[C:4]([O:9][CH3:10])[C:5]([NH:8][S:18]([C:15]2[CH:16]=[CH:17][C:12]([Cl:11])=[CH:13][CH:14]=2)(=[O:20])=[O:19])=[N:6][CH:7]=1. (2) Given the reactants Cl[C:2]1[CH:7]=[CH:6][CH:5]=[C:4]([CH3:8])[N:3]=1.C(=O)([O-])[O-].[Cs+].[Cs+].[NH2:15][C:16]1[CH:17]=[C:18]([NH:24][C@H:25]2[CH2:30][CH2:29][CH2:28][CH2:27][C@H:26]2[NH:31][C:32](=[O:38])[O:33][C:34]([CH3:37])([CH3:36])[CH3:35])[CH:19]=[CH:20][C:21]=1[C:22]#[N:23].CC1(C)C2C(=C(P(C3C=CC=CC=3)C3C=CC=CC=3)C=CC=2)OC2C(P(C3C=CC=CC=3)C3C=CC=CC=3)=CC=CC1=2, predict the reaction product. The product is: [C:22]([C:21]1[CH:20]=[CH:19][C:18]([NH:24][C@H:25]2[CH2:30][CH2:29][CH2:28][CH2:27][C@H:26]2[NH:31][C:32](=[O:38])[O:33][C:34]([CH3:35])([CH3:36])[CH3:37])=[CH:17][C:16]=1[NH:15][C:2]1[CH:7]=[CH:6][CH:5]=[C:4]([CH3:8])[N:3]=1)#[N:23].